This data is from Reaction yield outcomes from USPTO patents with 853,638 reactions. The task is: Predict the reaction yield, written as a fraction of the theoretical maximum amount of product (1.0 means a 100% yield; for example, 0.34 means a 34% yield). (1) The yield is 0.890. The reactants are [NH2:1][C:2]([NH2:4])=[S:3].[Br:5][CH2:6][C:7]1[CH:12]=[CH:11][C:10]([N+:13]([O-:15])=[O:14])=[CH:9][CH:8]=1. The catalyst is CC(C)=O. The product is [BrH:5].[C:2]([S:3][CH2:6][C:7]1[CH:12]=[CH:11][C:10]([N+:13]([O-:15])=[O:14])=[CH:9][CH:8]=1)(=[NH:4])[NH2:1]. (2) The reactants are [CH2:1]([C:5]1[N:6]=[C:7]([CH3:27])[NH:8][C:9](=[O:26])[C:10]=1[CH2:11][C:12]1[CH:17]=[CH:16][C:15]([C:18]2[C:19]([C:24]#[N:25])=[CH:20][CH:21]=[CH:22][CH:23]=2)=[CH:14][CH:13]=1)[CH2:2][CH2:3][CH3:4].[H-].[Na+].Br[CH2:31][CH2:32][C:33]1[CH:38]=[CH:37][CH:36]=[C:35]([F:39])[CH:34]=1.[Cl-].O[NH3+:42].[C:43](=[O:46])([O-])[OH:44].[Na+]. The catalyst is C(OCC)(=O)C.CS(C)=O.CN(C)C=O. The product is [CH2:1]([C:5]1[N:6]=[C:7]([CH3:27])[N:8]([CH2:31][CH2:32][C:33]2[CH:38]=[CH:37][CH:36]=[C:35]([F:39])[CH:34]=2)[C:9](=[O:26])[C:10]=1[CH2:11][C:12]1[CH:17]=[CH:16][C:15]([C:18]2[CH:23]=[CH:22][CH:21]=[CH:20][C:19]=2[C:24]2[NH:42][C:43](=[O:46])[O:44][N:25]=2)=[CH:14][CH:13]=1)[CH2:2][CH2:3][CH3:4]. The yield is 0.100. (3) The reactants are C[O:2][C:3](=O)[CH2:4][C:5]([C:7]1[CH:8]=[CH:9][C:10]2[O:16][CH2:15][CH2:14][N:13]([C:17]([O:19][C:20]([CH3:23])([CH3:22])[CH3:21])=[O:18])[CH2:12][C:11]=2[CH:24]=1)=[O:6].[CH2:26]([NH2:33])[C:27]1[CH:32]=[CH:31][CH:30]=[CH:29][CH:28]=1. The catalyst is CC1C=CC=CC=1C. The product is [O:2]=[C:3]([NH:33][CH2:26][C:27]1[CH:32]=[CH:31][CH:30]=[CH:29][CH:28]=1)[CH2:4][C:5]([C:7]1[CH:8]=[CH:9][C:10]2[O:16][CH2:15][CH2:14][N:13]([C:17]([O:19][C:20]([CH3:21])([CH3:22])[CH3:23])=[O:18])[CH2:12][C:11]=2[CH:24]=1)=[O:6]. The yield is 0.600. (4) The product is [CH3:20][S:17]([C:14]1[CH:15]=[CH:16][C:11]([C:9]2[CH:8]=[C:7]([C:21]([F:24])([F:23])[F:22])[N:6]=[C:5]([NH:32][CH2:25][C:26]3[CH:31]=[CH:30][CH:29]=[CH:28][CH:27]=3)[N:10]=2)=[CH:12][CH:13]=1)(=[O:19])=[O:18]. The yield is 0.800. The catalyst is CC#N. The reactants are CS([C:5]1[N:10]=[C:9]([C:11]2[CH:16]=[CH:15][C:14]([S:17]([CH3:20])(=[O:19])=[O:18])=[CH:13][CH:12]=2)[CH:8]=[C:7]([C:21]([F:24])([F:23])[F:22])[N:6]=1)(=O)=O.[CH2:25]([NH2:32])[C:26]1[CH:31]=[CH:30][CH:29]=[CH:28][CH:27]=1. (5) The reactants are [O:1]=[C:2]1[CH2:11][CH2:10][C:9]2[C:4](=[CH:5][CH:6]=[C:7](B(O)O)[CH:8]=2)[NH:3]1.FC(F)(F)S(O[C:21]1[CH2:26][CH2:25][CH:24]([C:27]([F:30])([F:29])[F:28])[CH2:23][CH:22]=1)(=O)=O.C(OCC)(=O)C. The catalyst is C(=O)([O-])[O-].[K+].[K+].O1CCOCC1.C1C=CC([P]([Pd]([P](C2C=CC=CC=2)(C2C=CC=CC=2)C2C=CC=CC=2)([P](C2C=CC=CC=2)(C2C=CC=CC=2)C2C=CC=CC=2)[P](C2C=CC=CC=2)(C2C=CC=CC=2)C2C=CC=CC=2)(C2C=CC=CC=2)C2C=CC=CC=2)=CC=1. The product is [F:28][C:27]([F:30])([F:29])[CH:24]1[CH2:25][CH2:26][C:21]([C:7]2[CH:8]=[C:9]3[C:4](=[CH:5][CH:6]=2)[NH:3][C:2](=[O:1])[CH2:11][CH2:10]3)=[CH:22][CH2:23]1. The yield is 0.240. (6) The reactants are [CH2:1]([O:8][CH2:9][O:10][C:11]1[CH:12]=[C:13]2[C:26](=[CH:27][CH:28]=1)[C:25]1[C:16](=[C:17]3[C:22](=[CH:23][CH:24]=1)[NH:21][C:20]([CH3:30])([CH3:29])[CH:19]=[C:18]3[CH3:31])[C:15](=[O:32])[O:14]2)[C:2]1[CH:7]=[CH:6][CH:5]=[CH:4][CH:3]=1.O1CCCC1.[H-].COCCO[Al+]OCCOC.[Na+].[H-].O.O.O.O.C(C(C(C([O-])=O)O)O)([O-])=O.[Na+].[K+]. The catalyst is O. The product is [OH:32][CH2:15][C:16]1[C:25]([C:26]2[CH:27]=[CH:28][C:11]([O:10][CH2:9][O:8][CH2:1][C:2]3[CH:7]=[CH:6][CH:5]=[CH:4][CH:3]=3)=[CH:12][C:13]=2[OH:14])=[CH:24][CH:23]=[C:22]2[C:17]=1[C:18]([CH3:31])=[CH:19][C:20]([CH3:30])([CH3:29])[NH:21]2. The yield is 0.650. (7) The reactants are [N+:1]([C:4]1[CH:9]=[CH:8][C:7]([C:10]2([C:13]#[N:14])[CH2:12][CH2:11]2)=[CH:6][CH:5]=1)([O-])=O.CCOC(C)=O. The catalyst is CCO.[Pd]. The product is [NH2:1][C:4]1[CH:5]=[CH:6][C:7]([C:10]2([C:13]#[N:14])[CH2:11][CH2:12]2)=[CH:8][CH:9]=1. The yield is 0.230. (8) The reactants are C(OC1C=CC2SC([NH:12][C:13]([C:15]3[O:16][C:17]4[C:22]([C:23](=[O:25])[CH:24]=3)=[CH:21][CH:20]=[CH:19][C:18]=4[N:26]3[CH2:31][CH2:30][N:29]([CH3:32])[CH2:28][CH2:27]3)=[O:14])=NC=2C=1)C.N[C:35]1[CH:40]=[CH:39][C:38]([N:41]2[CH2:46][CH2:45][N:44]([C:47](=[O:50])[CH2:48][CH3:49])[CH2:43][CH2:42]2)=[CH:37][CH:36]=1.[O:51]1CCN(C2C=CC(N)=CC=2)[CH2:53][CH2:52]1. No catalyst specified. The product is [C:47]([N:44]1[CH2:45][CH2:46][N:41]([C:38]2[CH:39]=[CH:40][C:35]([NH:12][C:13]([C:15]3[O:16][C:17]4[C:22]([C:23](=[O:25])[CH:24]=3)=[CH:21][C:20]([O:51][CH2:52][CH3:53])=[CH:19][C:18]=4[N:26]3[CH2:27][CH2:28][N:29]([CH3:32])[CH2:30][CH2:31]3)=[O:14])=[CH:36][CH:37]=2)[CH2:42][CH2:43]1)(=[O:50])[CH2:48][CH3:49]. The yield is 0.120. (9) The reactants are CC[Mg+].[Br-:4].C1C=CC(C(C2NC=CC=2)C2NC=CC=2)=CC=1.C[C:23]1[CH:37]=[CH:36][C:26]([C:27](=[O:35])[S:28][C:29]2[CH:34]=[CH:33][CH:32]=[CH:31][N:30]=2)=[CH:25][CH:24]=1. The catalyst is C1COCC1. The product is [Br:4][C:23]1[CH:37]=[CH:36][C:26]([C:27](=[O:35])[S:28][C:29]2[CH:34]=[CH:33][CH:32]=[CH:31][N:30]=2)=[CH:25][CH:24]=1. The yield is 0.860. (10) The reactants are O1[C:5]2([CH2:10][CH2:9][CH:8]([N:11]3[CH:15]=[C:14]([I:16])[CH:13]=[N:12]3)[CH2:7][CH2:6]2)[O:4]CC1.C1(C)C=CC(S([O-])(=O)=O)=CC=1.[NH+]1C=CC=CC=1. The catalyst is CC(C)=O.O. The product is [I:16][C:14]1[CH:13]=[N:12][N:11]([CH:8]2[CH2:7][CH2:6][C:5](=[O:4])[CH2:10][CH2:9]2)[CH:15]=1. The yield is 0.980.